From a dataset of Catalyst prediction with 721,799 reactions and 888 catalyst types from USPTO. Predict which catalyst facilitates the given reaction. Reactant: C(O[C:6](=O)[N:7]([C:9]1[CH:14]=[CH:13][C:12]([N:15]2[C:19](=[O:20])[CH2:18][CH2:17][C@H:16]2[C:21](=[O:32])[NH:22][C:23]2[CH:27]=[C:26]([C:28]([CH3:31])([CH3:30])[CH3:29])[O:25][N:24]=2)=[CH:11][CH:10]=1)C)(C)(C)C.FC(F)(F)C(O)=O. Product: [C:28]([C:26]1[O:25][N:24]=[C:23]([NH:22][C:21]([C@@H:16]2[CH2:17][CH2:18][C:19](=[O:20])[N:15]2[C:12]2[CH:13]=[CH:14][C:9]([NH:7][CH3:6])=[CH:10][CH:11]=2)=[O:32])[CH:27]=1)([CH3:31])([CH3:29])[CH3:30]. The catalyst class is: 4.